This data is from Catalyst prediction with 721,799 reactions and 888 catalyst types from USPTO. The task is: Predict which catalyst facilitates the given reaction. (1) Reactant: [C:1]([O:4][C@@H:5]([CH3:9])[C:6]([OH:8])=O)(=[O:3])[CH3:2].CN1CCOCC1.ClC(OCC(C)C)=O.[NH2:25][C:26]1[CH:31]=[C:30]([O:32][C:33]2[C:38]([F:39])=[CH:37][C:36]([NH:40][C:41]([C:43]3([C:46]([NH:48][C:49]4[CH:54]=[CH:53][C:52]([F:55])=[CH:51][CH:50]=4)=[O:47])[CH2:45][CH2:44]3)=[O:42])=[C:35]([F:56])[CH:34]=2)[CH:29]=[CH:28][N:27]=1. Product: [C:1]([O:4][C@@H:5]([CH3:9])[C:6]([NH:25][C:26]1[CH:31]=[C:30]([O:32][C:33]2[CH:34]=[C:35]([F:56])[C:36]([NH:40][C:41]([C:43]3([C:46](=[O:47])[NH:48][C:49]4[CH:50]=[CH:51][C:52]([F:55])=[CH:53][CH:54]=4)[CH2:45][CH2:44]3)=[O:42])=[CH:37][C:38]=2[F:39])[CH:29]=[CH:28][N:27]=1)=[O:8])(=[O:3])[CH3:2]. The catalyst class is: 2. (2) Reactant: [Cl:1][C:2]1[CH:3]=[C:4]([CH:9]=[CH:10][C:11]=1[O:12][CH2:13][C:14]1[CH:19]=[CH:18][C:17]([F:20])=[C:16]([F:21])[CH:15]=1)[C:5]([O:7]C)=[O:6].[OH-].[Na+]. Product: [Cl:1][C:2]1[CH:3]=[C:4]([CH:9]=[CH:10][C:11]=1[O:12][CH2:13][C:14]1[CH:19]=[CH:18][C:17]([F:20])=[C:16]([F:21])[CH:15]=1)[C:5]([OH:7])=[O:6]. The catalyst class is: 24. (3) Reactant: C(OC(=O)[NH:7][CH:8]([C:33](=[O:44])[NH:34][C@H:35]([CH3:43])[CH2:36][C:37]1[CH:42]=[CH:41][CH:40]=[CH:39][CH:38]=1)[CH2:9][CH2:10][CH2:11][NH:12]/[C:13](/[NH2:32])=[N:14]/[S:15]([C:18]1[C:19]([CH3:31])=[C:20]([CH3:30])[C:21]2[O:25][C:24]([CH3:27])([CH3:26])[CH2:23][C:22]=2[C:28]=1[CH3:29])(=[O:17])=[O:16])(C)(C)C.Cl.O1CCOCC1.CCOCC. Product: [CH3:43][C@@H:35]([NH:34][C:33](=[O:44])[CH:8]([NH2:7])[CH2:9][CH2:10][CH2:11][NH:12]/[C:13](/[NH2:32])=[N:14]/[S:15]([C:18]1[C:19]([CH3:31])=[C:20]([CH3:30])[C:21]2[O:25][C:24]([CH3:27])([CH3:26])[CH2:23][C:22]=2[C:28]=1[CH3:29])(=[O:17])=[O:16])[CH2:36][C:37]1[CH:42]=[CH:41][CH:40]=[CH:39][CH:38]=1. The catalyst class is: 2. (4) The catalyst class is: 6. Product: [NH2:1][C:2]1[S:3][C:4]([N:12]2[CH2:17][CH2:16][CH2:15][CH2:14][CH2:13]2)=[C:5]([C:7]([CH3:10])([CH3:9])[CH3:8])[N:6]=1. Reactant: [NH2:1][C:2]1[S:3][C:4](Br)=[C:5]([C:7]([CH3:10])([CH3:9])[CH3:8])[N:6]=1.[NH:12]1[CH2:17][CH2:16][CH2:15][CH2:14][CH2:13]1.C(=O)([O-])[O-].[K+].[K+].C(#N)C.